From a dataset of Catalyst prediction with 721,799 reactions and 888 catalyst types from USPTO. Predict which catalyst facilitates the given reaction. (1) Reactant: [N:1]1([C:12]([O:14][C:15]([CH3:18])([CH3:17])[CH3:16])=[O:13])[CH2:6][CH2:5][CH:4]([C:7]([O:9][CH2:10][CH3:11])=[O:8])[CH2:3][CH2:2]1.[Li+].CC([N-]C(C)C)C.Br[CH2:28][CH2:29][N:30]([CH3:32])[CH3:31]. Product: [CH3:31][N:30]([CH3:32])[CH2:29][CH2:28][C:4]1([C:7]([O:9][CH2:10][CH3:11])=[O:8])[CH2:3][CH2:2][N:1]([C:12]([O:14][C:15]([CH3:17])([CH3:16])[CH3:18])=[O:13])[CH2:6][CH2:5]1. The catalyst class is: 1. (2) Reactant: [C:1](O)([C:3](F)(F)F)=[O:2].[CH:8]([C:11]1[CH:12]=[CH:13][C:14]([CH3:54])=[C:15]([N:17]2[CH2:53][CH2:52][C:20]3[N:21]=[C:22]([C:32]4[CH:40]=[CH:39][CH:38]=[C:37]5[C:33]=4[C:34]([CH3:51])=[CH:35][N:36]5[S:41]([C:44]4[CH:50]=[CH:49][C:47]([CH3:48])=[CH:46][CH:45]=4)(=[O:43])=[O:42])[N:23]=[C:24]([N:25]4[CH2:30][CH2:29][NH:28][CH2:27][C@H:26]4[CH3:31])[C:19]=3[CH2:18]2)[CH:16]=1)([CH3:10])[CH3:9].C(OC(=O)C)(=O)C.CCN(C(C)C)C(C)C. The catalyst class is: 91. Product: [CH:8]([C:11]1[CH:12]=[CH:13][C:14]([CH3:54])=[C:15]([N:17]2[CH2:53][CH2:52][C:20]3[N:21]=[C:22]([C:32]4[CH:40]=[CH:39][CH:38]=[C:37]5[C:33]=4[C:34]([CH3:51])=[CH:35][N:36]5[S:41]([C:44]4[CH:45]=[CH:46][C:47]([CH3:48])=[CH:49][CH:50]=4)(=[O:42])=[O:43])[N:23]=[C:24]([N:25]4[CH2:30][CH2:29][N:28]([C:1](=[O:2])[CH3:3])[CH2:27][C@H:26]4[CH3:31])[C:19]=3[CH2:18]2)[CH:16]=1)([CH3:10])[CH3:9].